From a dataset of Full USPTO retrosynthesis dataset with 1.9M reactions from patents (1976-2016). Predict the reactants needed to synthesize the given product. Given the product [C:1]([O:4][C:5]1[CH:10]=[C:9]([Cl:11])[C:8]([O:12][C:13]2[CH:18]=[CH:17][C:16]([NH:19][C:26](=[O:30])[CH:27]([CH3:29])[CH3:28])=[C:15]([C:20]([F:21])([F:23])[F:22])[CH:14]=2)=[C:7]([Cl:24])[C:6]=1[CH3:25])(=[O:3])[CH3:2], predict the reactants needed to synthesize it. The reactants are: [C:1]([O:4][C:5]1[CH:10]=[C:9]([Cl:11])[C:8]([O:12][C:13]2[CH:18]=[CH:17][C:16]([NH2:19])=[C:15]([C:20]([F:23])([F:22])[F:21])[CH:14]=2)=[C:7]([Cl:24])[C:6]=1[CH3:25])(=[O:3])[CH3:2].[C:26](Cl)(=[O:30])[CH:27]([CH3:29])[CH3:28].